Dataset: Catalyst prediction with 721,799 reactions and 888 catalyst types from USPTO. Task: Predict which catalyst facilitates the given reaction. (1) Reactant: [Cl:1][C:2]1[CH:7]=[CH:6][N:5]=[C:4]2[N:8]([CH:14]3[CH2:17][O:16][CH2:15]3)[CH:9]=[C:10]([C:11]([OH:13])=O)[C:3]=12.CCN(CC)CC.CN(C(ON1N=NC2C=CC=NC1=2)=[N+](C)C)C.F[P-](F)(F)(F)(F)F.[NH2:49][CH2:50][C@:51]1([OH:58])[CH2:56][CH2:55][CH2:54][C@H:53]([CH3:57])[CH2:52]1. Product: [OH:58][C@@:51]1([CH2:50][NH:49][C:11]([C:10]2[C:3]3[C:4](=[N:5][CH:6]=[CH:7][C:2]=3[Cl:1])[N:8]([CH:14]3[CH2:17][O:16][CH2:15]3)[CH:9]=2)=[O:13])[CH2:56][CH2:55][CH2:54][C@H:53]([CH3:57])[CH2:52]1. The catalyst class is: 3. (2) Reactant: [F:1][C:2]1[C:3]([N+:14]([O-:16])=[O:15])=[C:4]([CH:7]=[C:8]([O:12][CH3:13])[C:9]=1[O:10][CH3:11])[CH:5]=O.[NH2:17]O.Cl.C([O-])=O.[Na+]. Product: [F:1][C:2]1[C:3]([N+:14]([O-:16])=[O:15])=[C:4]([CH:7]=[C:8]([O:12][CH3:13])[C:9]=1[O:10][CH3:11])[C:5]#[N:17]. The catalyst class is: 106.